From a dataset of Full USPTO retrosynthesis dataset with 1.9M reactions from patents (1976-2016). Predict the reactants needed to synthesize the given product. Given the product [O:2]=[C:3]1[NH:16][C:7]2[CH:8]=[C:9]([C:10]([O:12][CH3:13])=[O:11])[CH:14]=[CH:15][C:6]=2[O:5][CH2:4]1, predict the reactants needed to synthesize it. The reactants are: C[O:2][C:3](=O)[CH2:4][O:5][C:6]1[CH:15]=[CH:14][C:9]([C:10]([O:12][CH3:13])=[O:11])=[CH:8][C:7]=1[N+:16]([O-])=O.[Cl-].[Ca+2].[Cl-].O.